Dataset: Forward reaction prediction with 1.9M reactions from USPTO patents (1976-2016). Task: Predict the product of the given reaction. (1) Given the reactants [CH3:1][C:2]1([O:5][CH2:4]1)[CH3:3].[Cl:6][C:7]1[CH:16]=[C:15]([SH:17])[CH:14]=[CH:13][C:8]=1[C:9]([O:11][CH3:12])=[O:10], predict the reaction product. The product is: [Cl:6][C:7]1[CH:16]=[C:15]([S:17][CH2:4][C:2]([OH:5])([CH3:3])[CH3:1])[CH:14]=[CH:13][C:8]=1[C:9]([O:11][CH3:12])=[O:10]. (2) Given the reactants Cl.Cl.[CH3:3][O:4][C:5](=[O:24])[C:6]1[CH:11]=[CH:10][CH:9]=[N:8][C:7]=1[O:12][C:13]1[CH:18]=[CH:17][C:16]([CH2:19][C@H:20]([NH2:23])[CH2:21][OH:22])=[CH:15][CH:14]=1.[Cl:25][C:26]1[CH:27]=[C:28]([CH:32]=[CH:33][CH:34]=1)[C@H:29]1[O:31][CH2:30]1.C(N(CC)C(C)C)(C)C.[CH3:44][OH:45], predict the reaction product. The product is: [C:5]([OH:24])(=[O:4])[C:44]([OH:31])=[O:45].[CH3:3][O:4][C:5](=[O:24])[C:6]1[CH:11]=[CH:10][CH:9]=[N:8][C:7]=1[O:12][C:13]1[CH:18]=[CH:17][C:16]([CH2:19][C@H:20]([NH:23][CH2:30][C@@H:29]([C:28]2[CH:32]=[CH:33][CH:34]=[C:26]([Cl:25])[CH:27]=2)[OH:31])[CH2:21][OH:22])=[CH:15][CH:14]=1. (3) Given the reactants C(=O)([O-])[O-].[Cs+].[Cs+].[N+:7]([C:10]1[CH:11]=[C:12]([CH2:16][SH:17])[CH:13]=[CH:14][CH:15]=1)([O-:9])=[O:8].CS(O[CH2:23][C:24]1[CH:29]=[CH:28][CH:27]=[C:26]([NH:30][C:31]([O:33][C:34]([CH3:37])([CH3:36])[CH3:35])=[O:32])[CH:25]=1)(=O)=O, predict the reaction product. The product is: [N+:7]([C:10]1[CH:11]=[C:12]([CH:13]=[CH:14][CH:15]=1)[CH2:16][S:17][CH2:23][C:24]1[CH:25]=[C:26]([NH:30][C:31](=[O:32])[O:33][C:34]([CH3:36])([CH3:35])[CH3:37])[CH:27]=[CH:28][CH:29]=1)([O-:9])=[O:8]. (4) Given the reactants CN1CCN(C2C=CC([NH:14][C:15]3[N:24]=[CH:23][C:22]4[CH2:21][CH2:20][C:19]5=[C:25]6[C:32](=[O:33])[NH:31][CH2:30][CH2:29][CH2:28][N:26]6[N:27]=[C:18]5[C:17]=4[N:16]=3)=CC=2C(F)(F)F)CC1.ClC1C=C(NC2N=CC3CCC4=C5C(=O)NCCCN5N=C4C=3N=2)C=CC=1N1CCN(C)CC1.CN1CCN(C2C=CC(NC3N=CC4CCC5=C6C(=O)NCCCN6N=C5C=4N=3)=CC=2)CC1, predict the reaction product. The product is: [NH2:14][C:15]1[N:24]=[CH:23][C:22]2[CH2:21][CH2:20][C:19]3=[C:25]4[C:32](=[O:33])[NH:31][CH2:30][CH2:29][CH2:28][N:26]4[N:27]=[C:18]3[C:17]=2[N:16]=1.